From a dataset of Forward reaction prediction with 1.9M reactions from USPTO patents (1976-2016). Predict the product of the given reaction. (1) Given the reactants [O:1]1[CH2:6][CH2:5][N:4]([CH2:7][CH2:8][NH2:9])[CH2:3][CH2:2]1.[CH3:10][O:11][C:12]1[CH:13]=[C:14]([S:18](Cl)(=[O:20])=[O:19])[CH:15]=[CH:16][CH:17]=1, predict the reaction product. The product is: [CH3:10][O:11][C:12]1[CH:13]=[C:14]([S:18]([NH:9][CH2:8][CH2:7][N:4]2[CH2:5][CH2:6][O:1][CH2:2][CH2:3]2)(=[O:20])=[O:19])[CH:15]=[CH:16][CH:17]=1. (2) The product is: [C:10]([O:14][C:15]([NH:17][C@H:18]([C:21]([O:23][CH3:24])=[O:22])[CH2:19][C:26]1[CH:31]=[N:30][C:29]([N:32]2[C:37](=[O:38])[C:36]3[CH:39]=[CH:40][N:41]=[CH:42][C:35]=3[N:34]([CH3:43])[C:33]2=[O:44])=[CH:28][CH:27]=1)=[O:16])([CH3:13])([CH3:12])[CH3:11]. Given the reactants BrC(Br)C.Cl[Si](C)(C)C.[C:10]([O:14][C:15]([NH:17][C@H:18]([C:21]([O:23][CH3:24])=[O:22])[CH2:19]I)=[O:16])([CH3:13])([CH3:12])[CH3:11].Br[C:26]1[CH:27]=[CH:28][C:29]([N:32]2[C:37](=[O:38])[C:36]3[CH:39]=[CH:40][N:41]=[CH:42][C:35]=3[N:34]([CH3:43])[C:33]2=[O:44])=[N:30][CH:31]=1, predict the reaction product. (3) The product is: [CH:1]1[C:11]2[C:10]([NH:21][CH2:20][CH2:19][N:18]([CH3:22])[CH3:17])=[N:9][C:8]3[CH:13]=[CH:14][CH:15]=[CH:16][C:7]=3[NH:6][C:5]=2[CH:4]=[CH:3][CH:2]=1. Given the reactants [CH:1]1[C:11]2[C:10](=O)[NH:9][C:8]3[CH:13]=[CH:14][CH:15]=[CH:16][C:7]=3[NH:6][C:5]=2[CH:4]=[CH:3][CH:2]=1.[CH3:17][N:18]([CH3:22])[CH2:19][CH2:20][NH2:21], predict the reaction product. (4) Given the reactants [Cl:1][C:2]1[CH:25]=[CH:24][C:5]([CH2:6][N:7]2[C:15]3[C:10](=[CH:11][C:12](/[CH:16]=[C:17]4/[C:18](=[O:23])[NH:19][C:20](=[O:22])[S:21]/4)=[CH:13][CH:14]=3)[CH:9]=[N:8]2)=[C:4]([C:26]([F:29])([F:28])[F:27])[CH:3]=1.[C:30]([NH:34][S:35]([CH2:38]Cl)(=[O:37])=[O:36])([CH3:33])([CH3:32])[CH3:31], predict the reaction product. The product is: [C:30]([NH:34][S:35]([CH2:38][N:19]1[C:18](=[O:23])/[C:17](=[CH:16]/[C:12]2[CH:11]=[C:10]3[C:15](=[CH:14][CH:13]=2)[N:7]([CH2:6][C:5]2[CH:24]=[CH:25][C:2]([Cl:1])=[CH:3][C:4]=2[C:26]([F:27])([F:29])[F:28])[N:8]=[CH:9]3)/[S:21][C:20]1=[O:22])(=[O:37])=[O:36])([CH3:33])([CH3:32])[CH3:31]. (5) Given the reactants [OH:1][C:2]1[CH:7]=[CH:6][C:5]([C:8](=[O:10])[CH3:9])=[CH:4][CH:3]=1.C(=O)([O-])[O-].[K+].[K+].Cl[C:18]1[N:23]=[C:22]([N:24]2[CH2:29][CH2:28][O:27][CH2:26][CH2:25]2)[N:21]=[C:20]([N:30]2[C:34]3[CH:35]=[CH:36][CH:37]=[CH:38][C:33]=3[N:32]=[C:31]2[CH:39]([F:41])[F:40])[N:19]=1.O, predict the reaction product. The product is: [F:41][CH:39]([F:40])[C:31]1[N:30]([C:20]2[N:21]=[C:22]([N:24]3[CH2:25][CH2:26][O:27][CH2:28][CH2:29]3)[N:23]=[C:18]([O:1][C:2]3[CH:7]=[CH:6][C:5]([C:8](=[O:10])[CH3:9])=[CH:4][CH:3]=3)[N:19]=2)[C:34]2[CH:35]=[CH:36][CH:37]=[CH:38][C:33]=2[N:32]=1.